This data is from Reaction yield outcomes from USPTO patents with 853,638 reactions. The task is: Predict the reaction yield, written as a fraction of the theoretical maximum amount of product (1.0 means a 100% yield; for example, 0.34 means a 34% yield). (1) The reactants are C(O[C:6](=O)[N:7]([CH2:9][CH2:10][CH:11]([C:18]1[CH:19]=[C:20]2[C:24](=[CH:25][CH:26]=1)[N:23]([S:27]([CH3:30])(=[O:29])=[O:28])[CH:22]=[C:21]2[S:31]([CH3:34])(=[O:33])=[O:32])[C:12]1[CH:17]=[CH:16][CH:15]=[CH:14][CH:13]=1)C)(C)(C)C.C(OC(=O)N(CCC(C1C=C2C(=CC=1)N(S(C)(=O)=O)C=C2)C1C=CC=CC=1)C)(C)(C)C. No catalyst specified. The product is [CH3:30][S:27]([N:23]1[C:24]2[C:20](=[CH:19][C:18]([CH:11]([C:12]3[CH:17]=[CH:16][CH:15]=[CH:14][CH:13]=3)[CH2:10][CH2:9][NH:7][CH3:6])=[CH:26][CH:25]=2)[C:21]([S:31]([CH3:34])(=[O:33])=[O:32])=[CH:22]1)(=[O:28])=[O:29]. The yield is 1.00. (2) The reactants are [NH2:1][C:2]1[CH:7]=[CH:6][C:5]([NH:8][C:9]2[N:14]=[CH:13][C:12]([CH2:15][C:16]([NH2:18])=[O:17])=[C:11]([NH:19][CH2:20][C:21]3[CH:26]=[CH:25][CH:24]=[CH:23][CH:22]=3)[CH:10]=2)=[CH:4][CH:3]=1.[C:27]([O:31][C:32]([N:34]1[CH2:39][CH2:38][CH2:37][CH:36]([C:40](O)=[O:41])[CH2:35]1)=[O:33])([CH3:30])([CH3:29])[CH3:28].Cl.C(N=C=NCCCN(C)C)C. The catalyst is C(Cl)Cl. The product is [CH2:20]([NH:19][C:11]1[CH:10]=[C:9]([NH:8][C:5]2[CH:4]=[CH:3][C:2]([NH:1][C:40]([C:36]3[CH2:35][N:34]([C:32]([O:31][C:27]([CH3:30])([CH3:29])[CH3:28])=[O:33])[CH:39]=[CH:38][CH:37]=3)=[O:41])=[CH:7][CH:6]=2)[N:14]=[CH:13][C:12]=1[CH2:15][C:16]([NH2:18])=[O:17])[C:21]1[CH:22]=[CH:23][CH:24]=[CH:25][CH:26]=1. The yield is 0.780. (3) The reactants are [F:1][C:2]1[CH:7]=[CH:6][CH:5]=[C:4]([F:8])[C:3]=1[C:9]1[O:10][C:11]([NH:16][C:17]2[CH:22]=[CH:21][C:20]([C:23]([N:25]3[CH2:30][CH2:29][O:28][CH2:27][CH2:26]3)=[O:24])=[CH:19][CH:18]=2)=[C:12]([C:14]#[N:15])[N:13]=1.C(=O)(O)[O-:32].[Na+].[OH-].[Na+]. The catalyst is S(=O)(=O)(O)O. The product is [F:1][C:2]1[CH:7]=[CH:6][CH:5]=[C:4]([F:8])[C:3]=1[C:9]1[O:10][C:11]([NH:16][C:17]2[CH:18]=[CH:19][C:20]([C:23]([N:25]3[CH2:26][CH2:27][O:28][CH2:29][CH2:30]3)=[O:24])=[CH:21][CH:22]=2)=[C:12]([C:14]([NH2:15])=[O:32])[N:13]=1. The yield is 0.770.